Dataset: Full USPTO retrosynthesis dataset with 1.9M reactions from patents (1976-2016). Task: Predict the reactants needed to synthesize the given product. (1) Given the product [O:17]=[S:2]1(=[O:1])[CH2:7][CH2:6][N:5]([C:8]2[C:14]([F:15])=[CH:13][C:11]([NH:12][CH2:33][C@@H:28]([OH:27])[C:29]([O:31][CH3:32])=[O:30])=[CH:10][C:9]=2[F:16])[CH2:4][CH2:3]1, predict the reactants needed to synthesize it. The reactants are: [O:1]=[S:2]1(=[O:17])[CH2:7][CH2:6][N:5]([C:8]2[C:14]([F:15])=[CH:13][C:11]([NH2:12])=[CH:10][C:9]=2[F:16])[CH2:4][CH2:3]1.[O-]S(C(F)(F)F)(=O)=O.[Li+].[O:27]1[CH2:33][C@@H:28]1[C:29]([O:31][CH3:32])=[O:30]. (2) Given the product [CH3:19][S:16]([C:14]1[CH:13]=[CH:12][N:11]2[CH:20]=[C:8]([C:5]3[CH:6]=[CH:7][C:2]([C:27]4[CH:26]=[CH:25][CH:24]=[C:23]([C:22]([F:33])([F:32])[F:21])[CH:28]=4)=[CH:3][CH:4]=3)[N:9]=[C:10]2[CH:15]=1)(=[O:18])=[O:17], predict the reactants needed to synthesize it. The reactants are: Br[C:2]1[CH:7]=[CH:6][C:5]([C:8]2[N:9]=[C:10]3[CH:15]=[C:14]([S:16]([CH3:19])(=[O:18])=[O:17])[CH:13]=[CH:12][N:11]3[CH:20]=2)=[CH:4][CH:3]=1.[F:21][C:22]([F:33])([F:32])[C:23]1[CH:24]=[C:25](B(O)O)[CH:26]=[CH:27][CH:28]=1.